This data is from Full USPTO retrosynthesis dataset with 1.9M reactions from patents (1976-2016). The task is: Predict the reactants needed to synthesize the given product. Given the product [F:23][C:24]1[CH:29]=[CH:28][CH:27]=[CH:26][C:25]=1[S:30]([N:18]1[CH2:19][CH2:20][CH:15]([O:14][CH:6]([C:7]2[CH:8]=[CH:9][C:10]([Cl:13])=[CH:11][CH:12]=2)[C:5]2[CH:21]=[CH:22][C:2]([Cl:1])=[CH:3][CH:4]=2)[CH2:16][CH2:17]1)(=[O:32])=[O:31], predict the reactants needed to synthesize it. The reactants are: [Cl:1][C:2]1[CH:22]=[CH:21][C:5]([CH:6]([O:14][CH:15]2[CH2:20][CH2:19][NH:18][CH2:17][CH2:16]2)[C:7]2[CH:12]=[CH:11][C:10]([Cl:13])=[CH:9][CH:8]=2)=[CH:4][CH:3]=1.[F:23][C:24]1[CH:29]=[CH:28][CH:27]=[CH:26][C:25]=1[S:30](Cl)(=[O:32])=[O:31].FC1C=CC(S(N2CCC(OC(C3C=CC(Cl)=CC=3)C3C=CC(Cl)=CC=3)CC2)(=O)=O)=CC=1.